This data is from Catalyst prediction with 721,799 reactions and 888 catalyst types from USPTO. The task is: Predict which catalyst facilitates the given reaction. (1) Reactant: [C:1](OC(=O)C)(=O)[CH3:2].C[O:9][C:10]1[CH:15]=[CH:14][C:13]([C:16]2[N:21]=[C:20](O)[CH:19]=[N:18][C:17]=2[CH3:23])=[C:12](C)[CH:11]=1.B(Br)(Br)Br.OC1C=CC(B(O)O)=CC=1.BrC1N2C=CN=C2C=CC=1.FC(F)(F)C(O)=O. Product: [N:18]1[CH:19]=[CH:20][N:21]2[C:16]([C:13]3[CH:12]=[CH:11][C:10]([OH:9])=[CH:15][CH:14]=3)=[CH:2][CH:1]=[CH:23][C:17]=12. The catalyst class is: 192. (2) Reactant: [CH3:1][C:2]1([CH3:35])[O:6][C@@H:5]([CH2:7][O:8][C:9]2[N:14]=[C:13]([N:15]3[CH2:20][CH2:19][CH:18]([C:21]4[C:29]5[C:24](=[N:25][CH:26]=[CH:27][CH:28]=5)[NH:23][N:22]=4)[CH2:17][CH2:16]3)[N:12]=[C:11](C(C#N)C#N)[N:10]=2)[CH2:4][CH2:3]1.CS(C)=O.[NH2:40][C@H:41]([CH3:44])[CH2:42][OH:43].C1C=C(Cl)C=C([C:52](OO)=[O:53])C=1. Product: [CH3:1][C:2]1([CH3:35])[O:6][C@@H:5]([CH2:7][O:8][C:9]2[N:14]=[C:13]([N:15]3[CH2:20][CH2:19][CH:18]([C:21]4[C:29]5[C:24](=[N:25][CH:26]=[CH:27][CH:28]=5)[NH:23][N:22]=4)[CH2:17][CH2:16]3)[N:12]=[C:11]([C:52]([NH:40][C@H:41]([CH3:44])[CH2:42][OH:43])=[O:53])[N:10]=2)[CH2:4][CH2:3]1. The catalyst class is: 23. (3) Reactant: [N:1]([CH2:4][C:5]([C:7]1[CH:12]=[CH:11][N:10]=[CH:9][CH:8]=1)=[O:6])=[N+]=[N-].[F:13][C:14]1[CH:19]=[C:18]([CH3:20])[C:17]([N:21]=[C:22]=S)=[CH:16][C:15]=1[N+:24]([O-:26])=[O:25].C1(P(C2C=CC=CC=2)C2C=CC=CC=2)C=CC=CC=1. Product: [F:13][C:14]1[C:15]([N+:24]([O-:26])=[O:25])=[CH:16][C:17]([NH:21][C:22]2[O:6][C:5]([C:7]3[CH:12]=[CH:11][N:10]=[CH:9][CH:8]=3)=[CH:4][N:1]=2)=[C:18]([CH3:20])[CH:19]=1. The catalyst class is: 12. (4) Reactant: [C:1]([NH:4][C@H:5]1[CH2:9][CH2:8][NH:7][CH2:6]1)(=[O:3])[CH3:2].[Cl:10][C:11]1[N:20]=[C:19](Cl)[C:18]2[C:13](=[CH:14][CH:15]=[C:16]([O:22][CH3:23])[CH:17]=2)[N:12]=1. Product: [Cl:10][C:11]1[N:20]=[C:19]([N:7]2[CH2:8][CH2:9][C@H:5]([NH:4][C:1](=[O:3])[CH3:2])[CH2:6]2)[C:18]2[C:13](=[CH:14][CH:15]=[C:16]([O:22][CH3:23])[CH:17]=2)[N:12]=1. The catalyst class is: 8. (5) Reactant: [CH3:1][O:2][CH2:3][C@H:4]([CH3:37])[O:5][C:6]1[CH:7]=[C:8]([C:23]2[NH:27][C:26]([C:28]3[O:29][CH2:30][C@@H:31]([C:33](OC)=[O:34])[N:32]=3)=[CH:25][CH:24]=2)[CH:9]=[C:10]([O:12][C:13]2[CH:14]=[N:15][C:16]([S:19]([CH3:22])(=[O:21])=[O:20])=[CH:17][CH:18]=2)[CH:11]=1.[H-].[Al+3].[Li+].[H-].[H-].[H-].O.[OH-].[Na+]. Product: [CH3:1][O:2][CH2:3][C@H:4]([CH3:37])[O:5][C:6]1[CH:7]=[C:8]([C:23]2[NH:27][C:26]([C:28]3[O:29][CH2:30][C@@H:31]([CH2:33][OH:34])[N:32]=3)=[CH:25][CH:24]=2)[CH:9]=[C:10]([O:12][C:13]2[CH:14]=[N:15][C:16]([S:19]([CH3:22])(=[O:20])=[O:21])=[CH:17][CH:18]=2)[CH:11]=1. The catalyst class is: 54. (6) Reactant: C(N(CC)CC)C.[Br:8][C:9]1[C:14]([CH2:15][OH:16])=[CH:13][CH:12]=[CH:11][N:10]=1.[CH3:17][S:18](Cl)(=[O:20])=[O:19]. Product: [CH3:17][S:18]([O:16][CH2:15][C:14]1[C:9]([Br:8])=[N:10][CH:11]=[CH:12][CH:13]=1)(=[O:20])=[O:19]. The catalyst class is: 4. (7) Reactant: [NH2:1][C:2]([C@@H:4]1[CH2:8][S:7][CH2:6][N:5]1C(OC(C)(C)C)=O)=[O:3].[ClH:16]. Product: [ClH:16].[S:7]1[CH2:8][C@@H:4]([C:2]([NH2:1])=[O:3])[NH:5][CH2:6]1. The catalyst class is: 413.